Dataset: Peptide-MHC class I binding affinity with 185,985 pairs from IEDB/IMGT. Task: Regression. Given a peptide amino acid sequence and an MHC pseudo amino acid sequence, predict their binding affinity value. This is MHC class I binding data. (1) The peptide sequence is IQGTLAKAY. The MHC is HLA-B27:05 with pseudo-sequence HLA-B27:05. The binding affinity (normalized) is 0.0847. (2) The MHC is HLA-B15:01 with pseudo-sequence HLA-B15:01. The peptide sequence is TQVGTLALSL. The binding affinity (normalized) is 0.626.